This data is from Full USPTO retrosynthesis dataset with 1.9M reactions from patents (1976-2016). The task is: Predict the reactants needed to synthesize the given product. The reactants are: [F:1][C:2]1[CH:7]=[C:6]([N:8]2[CH:13]=[CH:12][CH:11]=[CH:10][C:9]2=[O:14])[CH:5]=[CH:4][C:3]=1[NH:15][C:16]([C@@H:18]1[C@@H:20]([CH2:21][O:22][C:23]2[CH:28]=[CH:27][C:26]([O:29][CH3:30])=[CH:25][CH:24]=2)[C@@H:19]1[C:31]([OH:33])=[O:32])=[O:17].[C:34]([O-])([O-])=O.[K+].[K+].IC.[OH-].[Na+]. Given the product [CH3:34][O:32][C:31]([C@H:19]1[C@H:20]([CH2:21][O:22][C:23]2[CH:28]=[CH:27][C:26]([O:29][CH3:30])=[CH:25][CH:24]=2)[C@H:18]1[C:16](=[O:17])[NH:15][C:3]1[CH:4]=[CH:5][C:6]([N:8]2[CH:13]=[CH:12][CH:11]=[CH:10][C:9]2=[O:14])=[CH:7][C:2]=1[F:1])=[O:33], predict the reactants needed to synthesize it.